This data is from Reaction yield outcomes from USPTO patents with 853,638 reactions. The task is: Predict the reaction yield, written as a fraction of the theoretical maximum amount of product (1.0 means a 100% yield; for example, 0.34 means a 34% yield). (1) The reactants are Cl[C:2]1[CH:3]=[CH:4][C:5]2[C:11](=[O:12])[C:10]3[CH:13]=[CH:14][C:15]([O:17][CH2:18][CH2:19][O:20]C(=O)C)=[CH:16][C:9]=3[CH2:8][CH2:7][C:6]=2[CH:24]=1.[F:25][C:26]1[CH:32]=[C:31]([F:33])[CH:30]=[CH:29][C:27]=1[NH2:28].P. The catalyst is C1(C)C=CC=CC=1.C(O)(C)(C)C.CC([O-])=O.CC([O-])=O.[Pd+2]. The product is [F:25][C:26]1[CH:32]=[C:31]([F:33])[CH:30]=[CH:29][C:27]=1[NH:28][C:2]1[CH:3]=[CH:4][C:5]2[C:11](=[O:12])[C:10]3[CH:13]=[CH:14][C:15]([O:17][CH2:18][CH2:19][OH:20])=[CH:16][C:9]=3[CH2:8][CH2:7][C:6]=2[CH:24]=1. The yield is 0.200. (2) The reactants are [OH-].[Na+].CN(C=O)C.[CH2:8]([SH:10])[CH3:9].Br[C:12]1[CH:13]=[N:14][CH:15]=[C:16]([Br:18])[CH:17]=1. The catalyst is O. The product is [Br:18][C:16]1[CH:15]=[N:14][CH:13]=[C:12]([S:10][CH2:8][CH3:9])[CH:17]=1. The yield is 0.806. (3) The reactants are [O:1]=[C:2]1[C:11]2[C:6](=[CH:7][CH:8]=[CH:9][C:10]=2[C:12]([F:15])([F:14])[F:13])[NH:5][CH:4]=[C:3]1[C:16]([O:18]CC)=[O:17].[OH-].[Na+]. The catalyst is [Pd]. The product is [O:1]=[C:2]1[C:11]2[C:6](=[CH:7][CH:8]=[CH:9][C:10]=2[C:12]([F:15])([F:13])[F:14])[NH:5][CH:4]=[C:3]1[C:16]([OH:18])=[O:17]. The yield is 0.920.